From a dataset of Full USPTO retrosynthesis dataset with 1.9M reactions from patents (1976-2016). Predict the reactants needed to synthesize the given product. Given the product [C:18]([O:22][C:23]([NH:6][C:7]1[CH:8]=[CH:9][C:10]([CH2:13][C:14]([O:16][CH3:17])=[O:15])=[CH:11][CH:12]=1)=[O:24])([CH3:21])([CH3:20])[CH3:19], predict the reactants needed to synthesize it. The reactants are: C(=O)(O)[O-].[Na+].[NH2:6][C:7]1[CH:12]=[CH:11][C:10]([CH2:13][C:14]([O:16][CH3:17])=[O:15])=[CH:9][CH:8]=1.[C:18]([O:22][C:23](O[C:23]([O:22][C:18]([CH3:21])([CH3:20])[CH3:19])=[O:24])=[O:24])([CH3:21])([CH3:20])[CH3:19].